Dataset: Reaction yield outcomes from USPTO patents with 853,638 reactions. Task: Predict the reaction yield, written as a fraction of the theoretical maximum amount of product (1.0 means a 100% yield; for example, 0.34 means a 34% yield). (1) The reactants are C[O:2][C:3](=[O:39])[CH:4]([N:13]([C:36](=[O:38])[CH3:37])[CH:14]1[CH2:19][CH2:18][N:17]([CH2:20][C:21]2[CH:26]=[CH:25][CH:24]=[C:23]([O:27][C:28]3[CH:33]=[CH:32][CH:31]=[CH:30][C:29]=3[O:34][CH3:35])[CH:22]=2)[CH2:16][CH2:15]1)[CH2:5][C:6]1[CH:11]=[CH:10][C:9]([Cl:12])=[CH:8][CH:7]=1.[OH-].[Li+]. The yield is 0.460. The catalyst is C1COCC1.O. The product is [C:36]([N:13]([CH:14]1[CH2:19][CH2:18][N:17]([CH2:20][C:21]2[CH:26]=[CH:25][CH:24]=[C:23]([O:27][C:28]3[CH:33]=[CH:32][CH:31]=[CH:30][C:29]=3[O:34][CH3:35])[CH:22]=2)[CH2:16][CH2:15]1)[CH:4]([CH2:5][C:6]1[CH:7]=[CH:8][C:9]([Cl:12])=[CH:10][CH:11]=1)[C:3]([OH:39])=[O:2])(=[O:38])[CH3:37]. (2) The reactants are [CH2:1]([O:3][C:4]([C:6]1[C:7]([CH3:25])=[C:8]([C:18]([O:20][C:21]([CH3:24])([CH3:23])[CH3:22])=[O:19])[NH:9][C:10]=1[CH2:11][CH2:12][C:13]([O:15]CC)=[O:14])=[O:5])[CH3:2].CO.[OH-].[Li+]. The catalyst is O1CCCC1. The product is [CH2:1]([O:3][C:4]([C:6]1[C:7]([CH3:25])=[C:8]([C:18]([O:20][C:21]([CH3:24])([CH3:23])[CH3:22])=[O:19])[NH:9][C:10]=1[CH2:11][CH2:12][C:13]([OH:15])=[O:14])=[O:5])[CH3:2]. The yield is 0.980. (3) The reactants are Cl.O.[NH:3]1[CH2:8][CH2:7][C:6](=[O:9])[CH2:5][CH2:4]1.[C:10](=[O:13])([O-])[O-:11].[K+].[K+].S([C:20]1[CH:26]=[CH:25]C(C)=[CH:22][CH:21]=1)([O-])(=O)=O.[I-].[Na+]. The catalyst is C(#N)C. The product is [O:11]1[CH2:22][CH2:21][CH:20]([CH2:26][CH2:25][N:3]2[CH2:8][CH2:7][C:6](=[O:9])[CH2:5][CH2:4]2)[O:13][CH2:10]1. The yield is 0.980.